This data is from Peptide-MHC class I binding affinity with 185,985 pairs from IEDB/IMGT. The task is: Regression. Given a peptide amino acid sequence and an MHC pseudo amino acid sequence, predict their binding affinity value. This is MHC class I binding data. (1) The peptide sequence is SSCKMALLFK. The MHC is HLA-B51:01 with pseudo-sequence HLA-B51:01. The binding affinity (normalized) is 0.0731. (2) The peptide sequence is LLNTRRRQL. The MHC is H-2-Db with pseudo-sequence H-2-Db. The binding affinity (normalized) is 0.